From a dataset of Forward reaction prediction with 1.9M reactions from USPTO patents (1976-2016). Predict the product of the given reaction. Given the reactants [CH3:1][C:2]1([CH2:14][NH2:15])[CH2:6][CH2:5][N:4]([CH2:7][C:8]2[CH:13]=[CH:12][CH:11]=[CH:10][CH:9]=2)[CH2:3]1.[CH3:16][C:17]([O:20][C:21](O[C:21]([O:20][C:17]([CH3:19])([CH3:18])[CH3:16])=[O:22])=[O:22])([CH3:19])[CH3:18].C(N(CC)CC)C, predict the reaction product. The product is: [CH3:1][C:2]1([CH2:14][NH:15][C:21](=[O:22])[O:20][C:17]([CH3:19])([CH3:18])[CH3:16])[CH2:6][CH2:5][N:4]([CH2:7][C:8]2[CH:13]=[CH:12][CH:11]=[CH:10][CH:9]=2)[CH2:3]1.